Predict the reaction yield, written as a fraction of the theoretical maximum amount of product (1.0 means a 100% yield; for example, 0.34 means a 34% yield). From a dataset of Reaction yield outcomes from USPTO patents with 853,638 reactions. (1) The reactants are [C:1]([O:4][CH2:5][C:6]1[C:7]([N:21]2[CH2:32][CH2:31][C:30]3[C:29]4[CH2:28][C:27]([CH3:34])([CH3:33])[CH2:26][C:25]=4[S:24][C:23]=3[C:22]2=[O:35])=[N:8][CH:9]=[CH:10][C:11]=1B1OC(C)(C)C(C)(C)O1)(=[O:3])[CH3:2].Br[C:37]1[CH:38]=[C:39]([NH:45][C:46]2[N:47]=[N:48][N:49]([CH3:51])[CH:50]=2)[C:40](=[O:44])[N:41]([CH3:43])[CH:42]=1.C([O-])(=O)C.[K+].[O-]P([O-])([O-])=O.[K+].[K+].[K+]. The catalyst is C1C=CC(P(C2C=CC=CC=2)[C-]2C=CC=C2)=CC=1.C1C=CC(P(C2C=CC=CC=2)[C-]2C=CC=C2)=CC=1.Cl[Pd]Cl.[Fe+2].C(#N)C.O. The product is [C:1]([O:4][CH2:5][C:6]1[C:7]([N:21]2[CH2:32][CH2:31][C:30]3[C:29]4[CH2:28][C:27]([CH3:34])([CH3:33])[CH2:26][C:25]=4[S:24][C:23]=3[C:22]2=[O:35])=[N:8][CH:9]=[CH:10][C:11]=1[C:37]1[CH:38]=[C:39]([NH:45][C:46]2[N:47]=[N:48][N:49]([CH3:51])[CH:50]=2)[C:40](=[O:44])[N:41]([CH3:43])[CH:42]=1)(=[O:3])[CH3:2]. The yield is 0.710. (2) The reactants are [BH4-].[Li+].[CH:3]12[N:9]([C:10]([O:12][CH2:13][C:14]3[CH:19]=[CH:18][CH:17]=[CH:16][CH:15]=3)=[O:11])[CH:6]([CH2:7][CH2:8]1)[CH2:5][CH:4]2[C:20](OCC)=[O:21]. The catalyst is O1CCCC1. The product is [OH:21][CH2:20][CH:4]1[CH2:5][CH:6]2[N:9]([C:10]([O:12][CH2:13][C:14]3[CH:15]=[CH:16][CH:17]=[CH:18][CH:19]=3)=[O:11])[CH:3]1[CH2:8][CH2:7]2. The yield is 0.800. (3) The reactants are [CH2:1]([C:3]1O[C:7](=[O:9])[C:6]2[CH:10]=[CH:11][CH:12]=[CH:13][C:5]=2[N:4]=1)[CH3:2].[NH2:14][C:15]1[CH:20]=[CH:19][C:18]([OH:21])=[CH:17][CH:16]=1. The catalyst is CN(C)C=O. The product is [CH2:1]([C:3]1[N:14]([C:15]2[CH:20]=[CH:19][C:18]([OH:21])=[CH:17][CH:16]=2)[C:7](=[O:9])[C:6]2[C:5](=[CH:13][CH:12]=[CH:11][CH:10]=2)[N:4]=1)[CH3:2]. The yield is 0.660. (4) The reactants are [C:1]1([C@@H:7]2[CH2:9][C@H:8]2[NH2:10])[CH:6]=[CH:5][CH:4]=[CH:3][CH:2]=1.[C:11]([O:15][C:16](=[O:29])[CH2:17][C:18]1([N:22]2[CH2:27][CH2:26][C:25](=O)[CH2:24][CH2:23]2)[CH2:21][CH2:20][CH2:19]1)([CH3:14])([CH3:13])[CH3:12].C(O)(=O)C.C(O[BH-](OC(=O)C)OC(=O)C)(=O)C.[Na+]. The catalyst is C(Cl)Cl. The product is [C:11]([O:15][C:16](=[O:29])[CH2:17][C:18]1([N:22]2[CH2:23][CH2:24][CH:25]([NH:10][C@@H:8]3[CH2:9][C@H:7]3[C:1]3[CH:6]=[CH:5][CH:4]=[CH:3][CH:2]=3)[CH2:26][CH2:27]2)[CH2:21][CH2:20][CH2:19]1)([CH3:14])([CH3:12])[CH3:13]. The yield is 0.960. (5) The reactants are B(Br)(Br)Br.[Br:5][C:6]1[CH:32]=[CH:31][C:9]([CH2:10][N:11]2[C:15]3[CH:16]=[C:17]([O:20]C)[CH:18]=[CH:19][C:14]=3[N:13]=[C:12]2[CH2:22][C:23]([CH3:30])([CH3:29])[C:24]([O:26][CH2:27][CH3:28])=[O:25])=[CH:8][CH:7]=1. The catalyst is C(Cl)Cl. The product is [Br:5][C:6]1[CH:7]=[CH:8][C:9]([CH2:10][N:11]2[C:15]3[CH:16]=[C:17]([OH:20])[CH:18]=[CH:19][C:14]=3[N:13]=[C:12]2[CH2:22][C:23]([CH3:29])([CH3:30])[C:24]([O:26][CH2:27][CH3:28])=[O:25])=[CH:31][CH:32]=1. The yield is 0.600. (6) The reactants are Br[C:2]1[C:10]2[C:6](=[N:7][O:8][N:9]=2)[CH:5]=[C:4]([Br:11])[CH:3]=1.[F:12][C:13]1[CH:21]=[CH:20][C:16]([CH2:17][NH:18][CH3:19])=[CH:15][CH:14]=1.CN1C(=O)CCC1.CCN(C(C)C)C(C)C. The catalyst is O.CCOC(C)=O. The product is [Br:11][C:4]1[CH:3]=[C:2]([N:18]([CH2:17][C:16]2[CH:20]=[CH:21][C:13]([F:12])=[CH:14][CH:15]=2)[CH3:19])[C:10]2[C:6]([CH:5]=1)=[N:7][O:8][N:9]=2. The yield is 0.470. (7) The reactants are Cl[C:2]1[N:10]=[CH:9][CH:8]=[CH:7][C:3]=1[C:4]([OH:6])=[O:5].C(=O)([O-])[O-].[K+].[K+].CN1C(=O)CCC1.[NH2:24][C:25]1[CH:30]=[CH:29][S:28][CH2:27][CH:26]=1. The catalyst is [Cu].[Cu]Br.O. The product is [S:28]1[CH2:29][CH2:30][CH:25]([NH:24][C:2]2[N:10]=[CH:9][CH:8]=[CH:7][C:3]=2[C:4]([OH:6])=[O:5])[CH2:26][CH2:27]1. The yield is 0.660.